From a dataset of NCI-60 drug combinations with 297,098 pairs across 59 cell lines. Regression. Given two drug SMILES strings and cell line genomic features, predict the synergy score measuring deviation from expected non-interaction effect. (1) Drug 1: CS(=O)(=O)OCCCCOS(=O)(=O)C. Drug 2: CC1=C(C(=O)C2=C(C1=O)N3CC4C(C3(C2COC(=O)N)OC)N4)N. Cell line: LOX IMVI. Synergy scores: CSS=41.6, Synergy_ZIP=-3.79, Synergy_Bliss=-4.23, Synergy_Loewe=-24.3, Synergy_HSA=-1.95. (2) Drug 1: C1CN1P(=S)(N2CC2)N3CC3. Drug 2: C1CN(CCN1C(=O)CCBr)C(=O)CCBr. Cell line: SR. Synergy scores: CSS=88.9, Synergy_ZIP=1.26, Synergy_Bliss=1.99, Synergy_Loewe=2.85, Synergy_HSA=5.17.